From a dataset of Peptide-MHC class I binding affinity with 185,985 pairs from IEDB/IMGT. Regression. Given a peptide amino acid sequence and an MHC pseudo amino acid sequence, predict their binding affinity value. This is MHC class I binding data. (1) The peptide sequence is LARFPCNVI. The MHC is HLA-A02:12 with pseudo-sequence HLA-A02:12. The binding affinity (normalized) is 0.0847. (2) The MHC is Mamu-B03 with pseudo-sequence Mamu-B03. The binding affinity (normalized) is 0.256. The peptide sequence is IRLLTWLF. (3) The peptide sequence is HTQGFFPDW. The MHC is HLA-B57:02 with pseudo-sequence HLA-B57:02. The binding affinity (normalized) is 0.787. (4) The peptide sequence is TPSVKVCIV. The MHC is HLA-B27:03 with pseudo-sequence HLA-B27:03. The binding affinity (normalized) is 0.0847. (5) The peptide sequence is RFRCVGPAP. The MHC is HLA-B35:01 with pseudo-sequence HLA-B35:01. The binding affinity (normalized) is 0.0847.